From a dataset of Experimentally validated miRNA-target interactions with 360,000+ pairs, plus equal number of negative samples. Binary Classification. Given a miRNA mature sequence and a target amino acid sequence, predict their likelihood of interaction. (1) The miRNA is hsa-miR-4431 with sequence GCGACUCUGAAAACUAGAAGGU. The protein sequence of the target gene is MSSGQQPPRRVTNVGSLLLTPQENESLFSFLGKKCVTMSSAVVQLYAADRNCMWAKKCSGVACLVKDNPQRSYFLRIFDIKDGKLLWEQELYNNFVYNSPRGYFHTFAGDTCQVALNFANEEEAKKFRKAVTDLLGRRQRKSEKRRDAPNGPNLPMATVDIKNPEITTNRFYGSQVNNISHTKEKKKGKAKKKRLTKADIGTPSNFQHIGHVGWDPNTGFDLNNLDPELKNLFDMCGISEAQLKDRETSKVIYDFIEKTGGVEAVKNELRRQAPPPPPPSRGGPPPPPPPPHSSGPPPPP.... Result: 0 (no interaction). (2) The miRNA is mmu-miR-2139 with sequence AGCUGCGCUGCUCCUGGUAACUGC. The protein sequence of the target gene is MGSPESEVSPDVQEQEAATDNPEVFEEDSADAAEGEDQIEQEEPPNCDEEAYNRDAAAATMQVGEDLGEEGDHVQEDPAEESCQIIPFESDSVEEDFSPTLTENPYEIFPTESTSFCNNTYSLDESANGHEPVCEICVEEVPGVGPPLNQHDSLPDGSGEDSPVVPDVVVVPENEGPVDDALSSPYVMGVGLLSLGEGAQSDTQAASGTLSGYSTWEEGDSEGGQVPVDRKNIATRARPHSGKVAGHVPETVLEETGPETCSSGMGIRDTSDEVRKIGILPEGKPPECVRALPAKPRAFT.... Result: 0 (no interaction). (3) The miRNA is hsa-miR-6843-3p with sequence AUGGUCUCCUGUUCUCUGCAG. The protein sequence of the target gene is MSGLDGVKRTTPLQTHSIIISDQVPSDQDAHQYLRLRDQSEATQVMAEPGEGGSETVALPPPPPSEEGGVPQDAAGRGGTPQIRVVGGRGHVAIKAGQEEGQPPAEGLAAASVVMAADRSLKKGVQGGEKALEICGAQRSASELTAGAEAEAEEVKTGKCATVSAAVAERESAEVVKEGLAEKEVMEEQMEVEEQPPEGEEIEVAEEDRLEEEAREEEGPWPLHEALRMDPLEAIQLELDTVNAQADRAFQQLEHKFGRMRRHYLERRNYIIQNIPGFWMTAFRNHPQLSAMIRGQDAEM.... Result: 1 (interaction). (4) The miRNA is cel-miR-4933 with sequence UGGCAGUGACCUAUUCUGGCCA. The protein sequence of the target gene is MKRIFSLLEKTWLGAPIQFAWQKTSGNYLAVTGADYIVKIFDRHGQKRSEINLPGNCVAMDWDKDGDVLAVIAEKSSCIYLWDANTNKTSQLDNGMRDQMSFLLWSKVGSFLAVGTVKGNLLIYNHQTSRKIPVLGKHTKRITCGCWNAENLLALGGEDKMITVSNQEGDTIRQTQVRSEPSNMQFFLMKMDDRTSAAESMISVVLGKKTLFFLNLNEPDNPADLEFQQDFGNIVCYNWYGDGRIMIGFSCGHFVVISTHTGELGQEIFQARNHKDNLTSIAVSQTLNKVATCGDNCIKI.... Result: 0 (no interaction).